From a dataset of Full USPTO retrosynthesis dataset with 1.9M reactions from patents (1976-2016). Predict the reactants needed to synthesize the given product. (1) The reactants are: [CH3:1][O:2][C:3](=[O:24])[C@@:4](C)([NH:15][C:16]([O:18][C:19]([CH3:22])([CH3:21])[CH3:20])=[O:17])[CH2:5][C:6]1[CH:11]=[CH:10][C:9]([N+:12]([O-])=O)=[CH:8][CH:7]=1.[Cl-].[NH4+].CO. Given the product [CH3:1][O:2][C:3](=[O:24])[C@@H:4]([NH:15][C:16]([O:18][C:19]([CH3:21])([CH3:20])[CH3:22])=[O:17])[CH2:5][C:6]1[CH:11]=[CH:10][C:9]([NH2:12])=[CH:8][CH:7]=1, predict the reactants needed to synthesize it. (2) Given the product [CH2:21]([N:28]1[CH2:33][CH2:32][C:31]([C:7]2[CH:12]=[CH:11][C:10]([CH2:13][O:14][CH2:15][C@@H:16]([CH3:20])[CH2:17][O:18][CH3:19])=[CH:9][CH:8]=2)([OH:34])[CH:30]([CH2:35][O:36][C:37]([C:50]2[CH:51]=[CH:52][CH:53]=[CH:54][CH:55]=2)([C:44]2[CH:45]=[CH:46][CH:47]=[CH:48][CH:49]=2)[C:38]2[CH:39]=[CH:40][CH:41]=[CH:42][CH:43]=2)[CH2:29]1)[C:22]1[CH:23]=[CH:24][CH:25]=[CH:26][CH:27]=1, predict the reactants needed to synthesize it. The reactants are: BrCCBr.[Mg].Br[C:7]1[CH:12]=[CH:11][C:10]([CH2:13][O:14][CH2:15][C@@H:16]([CH3:20])[CH2:17][O:18][CH3:19])=[CH:9][CH:8]=1.[CH2:21]([N:28]1[CH2:33][CH2:32][C:31](=[O:34])[CH:30]([CH2:35][O:36][C:37]([C:50]2[CH:55]=[CH:54][CH:53]=[CH:52][CH:51]=2)([C:44]2[CH:49]=[CH:48][CH:47]=[CH:46][CH:45]=2)[C:38]2[CH:43]=[CH:42][CH:41]=[CH:40][CH:39]=2)[CH2:29]1)[C:22]1[CH:27]=[CH:26][CH:25]=[CH:24][CH:23]=1. (3) Given the product [CH3:1][O:2][C:3](=[O:24])[NH:4][C@H:5]1[CH2:9][CH2:8][N:7]([C:10]2[C:11]([CH:21]([NH2:31])[CH3:22])=[CH:12][C:13]([Cl:20])=[C:14]3[C:19]=2[N:18]=[CH:17][CH:16]=[CH:15]3)[CH2:6]1, predict the reactants needed to synthesize it. The reactants are: [CH3:1][O:2][C:3](=[O:24])[NH:4][C@H:5]1[CH2:9][CH2:8][N:7]([C:10]2[C:11]([C:21](=O)[CH3:22])=[CH:12][C:13]([Cl:20])=[C:14]3[C:19]=2[N:18]=[CH:17][CH:16]=[CH:15]3)[CH2:6]1.C([O-])(=O)C.[NH4+].C([BH3-])#[N:31].[Na+].O1CCCC1.